Task: Predict the reaction yield, written as a fraction of the theoretical maximum amount of product (1.0 means a 100% yield; for example, 0.34 means a 34% yield).. Dataset: Reaction yield outcomes from USPTO patents with 853,638 reactions (1) The reactants are Cl.[NH:2]1[CH:6]=[C:5]([C:7]([CH3:12])([CH3:11])[C:8]([OH:10])=O)[N:4]=[CH:3]1.[NH2:13][C@@H:14]([CH2:32][O:33][CH2:34][C:35]1[CH:40]=[CH:39][C:38]([F:41])=[CH:37][CH:36]=1)[C:15]([NH:17][C:18]1[CH:23]=[CH:22][C:21]([O:24][C:25]2[CH:30]=[CH:29][C:28]([F:31])=[CH:27][CH:26]=2)=[CH:20][CH:19]=1)=[O:16]. No catalyst specified. The product is [NH:2]1[CH:6]=[C:5]([C:7]([CH3:12])([CH3:11])[C:8]([NH:13][C@@H:14]([CH2:32][O:33][CH2:34][C:35]2[CH:36]=[CH:37][C:38]([F:41])=[CH:39][CH:40]=2)[C:15]([NH:17][C:18]2[CH:19]=[CH:20][C:21]([O:24][C:25]3[CH:30]=[CH:29][C:28]([F:31])=[CH:27][CH:26]=3)=[CH:22][CH:23]=2)=[O:16])=[O:10])[N:4]=[CH:3]1. The yield is 0.600. (2) The reactants are [C:1]([O:7][C:8]([CH3:11])([CH3:10])[CH3:9])(=[O:6])[CH2:2][C:3]([CH3:5])=O.[CH3:12]OC(OC)N(C)C.CC1C=CC(S(O)(=O)=O)=CC=1.Cl.[Cl:32][C:33]1[CH:34]=[C:35]([NH:40][NH2:41])[CH:36]=[CH:37][C:38]=1[F:39]. The yield is 1.00. The product is [C:8]([O:7][C:1]([C:2]1[CH:12]=[N:41][N:40]([C:35]2[CH:36]=[CH:37][C:38]([F:39])=[C:33]([Cl:32])[CH:34]=2)[C:3]=1[CH3:5])=[O:6])([CH3:11])([CH3:10])[CH3:9]. The catalyst is CCOC(C)=O. (3) The reactants are [F:1][C:2]1[CH:3]=[C:4]([CH:8]=[CH:9][C:10]=1[N+:11]([O-:13])=[O:12])[C:5]([OH:7])=[O:6].[CH3:14]O.Cl. The catalyst is CCOCC. The product is [F:1][C:2]1[CH:3]=[C:4]([CH:8]=[CH:9][C:10]=1[N+:11]([O-:13])=[O:12])[C:5]([O:7][CH3:14])=[O:6]. The yield is 0.960. (4) The reactants are [OH:1][CH2:2][C:3]1[C:4]([CH3:17])=[C:5]([O:13]C(=O)C)[C:6]([CH3:12])=[N:7][C:8]=1[CH2:9][CH2:10][CH3:11]. The catalyst is Cl. The product is [OH:1][CH2:2][C:3]1[C:4]([CH3:17])=[C:5]([OH:13])[C:6]([CH3:12])=[N:7][C:8]=1[CH2:9][CH2:10][CH3:11]. The yield is 0.970. (5) The reactants are [F:1][C:2]1[CH:3]=[CH:4][C:5]([C:8]2[C:12](/[CH:13]=[CH:14]/[C:15]3[S:16][C:17]([C:20]([OH:22])=O)=[CH:18][N:19]=3)=[C:11]([CH3:23])[O:10][N:9]=2)=[N:6][CH:7]=1.[CH:24]([NH2:27])([CH3:26])[CH3:25]. No catalyst specified. The product is [CH:24]([NH:27][C:20]([C:17]1[S:16][C:15](/[CH:14]=[CH:13]/[C:12]2[C:8]([C:5]3[CH:4]=[CH:3][C:2]([F:1])=[CH:7][N:6]=3)=[N:9][O:10][C:11]=2[CH3:23])=[N:19][CH:18]=1)=[O:22])([CH3:26])[CH3:25]. The yield is 0.590.